The task is: Predict the reaction yield, written as a fraction of the theoretical maximum amount of product (1.0 means a 100% yield; for example, 0.34 means a 34% yield).. This data is from Reaction yield outcomes from USPTO patents with 853,638 reactions. The reactants are [CH3:1][C:2]1[CH:7]=[C:6]([CH3:8])[CH:5]=[C:4]([CH3:9])[C:3]=1[NH:10][C:11]([C:13]1[S:17][C:16]([NH:18]C(=O)OC(C)(C)C)=[N:15][C:14]=1[CH3:26])=[O:12]. The catalyst is FC(F)(F)C(O)=O. The product is [NH2:18][C:16]1[S:17][C:13]([C:11]([NH:10][C:3]2[C:4]([CH3:9])=[CH:5][C:6]([CH3:8])=[CH:7][C:2]=2[CH3:1])=[O:12])=[C:14]([CH3:26])[N:15]=1. The yield is 0.910.